From a dataset of HIV replication inhibition screening data with 41,000+ compounds from the AIDS Antiviral Screen. Binary Classification. Given a drug SMILES string, predict its activity (active/inactive) in a high-throughput screening assay against a specified biological target. (1) The result is 0 (inactive). The drug is CC(=O)C(C)(O)C(OP(=O)(O)O)c1ccccc1. (2) The compound is CN(Cc1ccccc1)c1cc(=O)n(C)c(=O)[nH]1. The result is 0 (inactive). (3) The compound is Cc1nn2c(=O)c3c([N+](=O)[O-])c(C)nn3c(=O)c2c1[N+](=O)[O-]. The result is 0 (inactive). (4) The compound is O=C(OCc1ccccc1)N1CCNCCNCCN(C(=O)OCc2ccccc2)CCNCC1. The result is 0 (inactive). (5) The drug is Cc1ccc(C=Nn2c(-c3ccc(C)cc3)n[nH]c2=O)cc1. The result is 0 (inactive). (6) The drug is CCOC(=O)C(c1c(O)c2ccccc2oc1=O)c1c(O)c2ccccc2oc1=O. The result is 0 (inactive). (7) The molecule is COc1nc(N)c(NC2OC(CO)C(O)C2O)c(O)n1. The result is 0 (inactive).